This data is from Full USPTO retrosynthesis dataset with 1.9M reactions from patents (1976-2016). The task is: Predict the reactants needed to synthesize the given product. (1) Given the product [Cl:34][C:35]1[CH:36]=[CH:37][CH:38]=[C:39]2[C:43]=1[C:42](=[O:44])[N:41]([C:45]1[CH:53]=[CH:52][CH:51]=[C:47]([C:48]([N:67]3[CH2:66][CH2:65][CH:64]([O:63][CH:60]4[CH2:61][CH2:62][N:57]([CH:55]([CH3:56])[CH3:54])[CH2:58][CH2:59]4)[CH2:69][CH2:68]3)=[O:49])[CH:46]=1)[CH2:40]2, predict the reactants needed to synthesize it. The reactants are: ClC1C2N=C(C3C=C(C=CC=3)C(NCCC3CCN(C4C=CN=CC=4)CC3)=O)SC=2C=CC=1.[Cl:34][C:35]1[CH:36]=[CH:37][CH:38]=[C:39]2[C:43]=1[C:42](=[O:44])[N:41]([C:45]1[CH:46]=[C:47]([CH:51]=[CH:52][CH:53]=1)[C:48](O)=[O:49])[CH2:40]2.[CH3:54][CH:55]([N:57]1[CH2:62][CH2:61][CH:60]([O:63][CH:64]2[CH2:69][CH2:68][NH:67][CH2:66][CH2:65]2)[CH2:59][CH2:58]1)[CH3:56]. (2) Given the product [OH:14][CH2:13][C:12]1[CH:17]=[CH:18][C:9]([CH2:8][N:4]2[CH2:3][C@@H:2]([CH3:1])[O:6][C:5]2=[O:7])=[CH:10][CH:11]=1, predict the reactants needed to synthesize it. The reactants are: [CH3:1][C@H:2]1[O:6][C:5](=[O:7])[N:4]([CH2:8][C:9]2[CH:18]=[CH:17][C:12]([C:13](OC)=[O:14])=[CH:11][CH:10]=2)[CH2:3]1.[BH4-].[Li+].CO. (3) Given the product [Cl:16][CH2:12][C:10]1[C:11]2[C:6](=[CH:5][CH:4]=[CH:3][C:2]=2[CH3:1])[CH:7]=[CH:8][CH:9]=1, predict the reactants needed to synthesize it. The reactants are: [CH3:1][C:2]1[CH:3]=[CH:4][CH:5]=[C:6]2[C:11]=1[C:10]([CH2:12]O)=[CH:9][CH:8]=[CH:7]2.S(Cl)([Cl:16])=O. (4) Given the product [ClH:25].[CH3:24][O:23][C:22]1[C:17]2[O:16][N:15]=[C:14]([CH:11]3[CH2:12][CH2:13][NH:8][CH2:9][CH2:10]3)[C:18]=2[CH:19]=[CH:20][CH:21]=1, predict the reactants needed to synthesize it. The reactants are: C(OC([N:8]1[CH2:13][CH2:12][CH:11]([C:14]2[C:18]3[CH:19]=[CH:20][CH:21]=[C:22]([O:23][CH3:24])[C:17]=3[O:16][N:15]=2)[CH2:10][CH2:9]1)=O)(C)(C)C.[ClH:25].CO. (5) The reactants are: [F:1][C:2]([F:14])([F:13])[C:3]1[CH:12]=[CH:11][C:6]2[N:7]=[C:8]([NH2:10])[S:9][C:5]=2[CH:4]=1.[F:15][C:16]1[CH:17]=[C:18]([CH:22]=[C:23]([F:25])[CH:24]=1)[C:19](Cl)=[O:20].Br[CH:27]([CH2:32][CH3:33])[C:28]([O:30]C)=[O:29].COC1C=CC2N=C(N)SC=2C=1.ClC1C=C(C=CC=1)C(Cl)=O.BrCC(OCC)=O. Given the product [F:15][C:16]1[CH:17]=[C:18]([CH:22]=[C:23]([F:25])[CH:24]=1)[C:19]([N:10]=[C:8]1[N:7]([CH:27]([CH2:32][CH3:33])[C:28]([OH:30])=[O:29])[C:6]2[CH:11]=[CH:12][C:3]([C:2]([F:1])([F:13])[F:14])=[CH:4][C:5]=2[S:9]1)=[O:20], predict the reactants needed to synthesize it. (6) Given the product [CH3:1][O:2][C:3]([C:5]1([C:11]2[CH:12]=[CH:13][C:14]([NH2:17])=[C:15]([Br:18])[CH:16]=2)[CH2:6][CH2:7][O:8][CH2:9][CH2:10]1)=[O:4], predict the reactants needed to synthesize it. The reactants are: [CH3:1][O:2][C:3]([C:5]1([C:11]2[CH:16]=[CH:15][C:14]([NH2:17])=[CH:13][CH:12]=2)[CH2:10][CH2:9][O:8][CH2:7][CH2:6]1)=[O:4].[Br:18]N1C(=O)CCC1=O.CCOC(C)=O. (7) Given the product [CH:41]([N:8]1[CH2:9][CH2:10][CH:11]([N:14]2[CH2:18][CH2:17][N:16]([CH2:19][CH2:20][CH:21]3[CH2:25][CH2:24][CH2:23][N:22]3[CH3:26])[C:15]2=[C:27]([C:28]#[N:29])[C:30]#[N:31])[CH2:12][CH2:13]1)([CH3:43])[CH3:42], predict the reactants needed to synthesize it. The reactants are: C(OC([N:8]1[CH2:13][CH2:12][CH:11]([N:14]2[CH2:18][CH2:17][N:16]([CH2:19][CH2:20][CH:21]3[CH2:25][CH2:24][CH2:23][N:22]3[CH3:26])[C:15]2=[C:27]([C:30]#[N:31])[C:28]#[N:29])[CH2:10][CH2:9]1)=O)(C)(C)C.Cl.C(OCC)(=O)C.[OH-].[Na+].[CH:41](I)([CH3:43])[CH3:42].C(=O)([O-])[O-].[K+].[K+].Cl. (8) Given the product [Br:14][C:3]1[CH:4]=[C:5]([CH2:8][C:9]([O:11][CH2:12][CH3:13])=[O:10])[CH:6]=[CH:7][CH:2]=1, predict the reactants needed to synthesize it. The reactants are: Br[C:2]1[CH:7]=[CH:6][C:5]([CH2:8][C:9]([O:11][CH2:12][CH3:13])=[O:10])=[CH:4][CH:3]=1.[Br:14]C1C=C(CC(O)=O)C=CC=1. (9) Given the product [Cl:11][CH2:12][C:13]([NH:8][C:7]1[CH:9]=[CH:10][C:4]([N+:1]([O-:3])=[O:2])=[CH:5][CH:6]=1)=[O:14], predict the reactants needed to synthesize it. The reactants are: [N+:1]([C:4]1[CH:10]=[CH:9][C:7]([NH2:8])=[CH:6][CH:5]=1)([O-:3])=[O:2].[Cl:11][CH2:12][C:13](Cl)=[O:14].